Dataset: Full USPTO retrosynthesis dataset with 1.9M reactions from patents (1976-2016). Task: Predict the reactants needed to synthesize the given product. (1) Given the product [CH:6]1([C:11]2([CH3:19])[N:15]([CH3:16])[C:14](=[O:17])[N:13]([CH2:24][C:25](=[O:26])[C:27]3[CH:28]=[N:29][CH:30]=[CH:31][CH:32]=3)[C:12]2=[O:18])[CH2:7][CH2:8][CH2:9][CH2:10]1, predict the reactants needed to synthesize it. The reactants are: CN(C=O)C.[CH:6]1([C:11]2([CH3:19])[N:15]([CH3:16])[C:14](=[O:17])[NH:13][C:12]2=[O:18])[CH2:10][CH2:9][CH2:8][CH2:7]1.[H-].[Na+].Br.Br[CH2:24][C:25]([C:27]1[CH:28]=[N:29][CH:30]=[CH:31][CH:32]=1)=[O:26]. (2) The reactants are: [CH3:1][C:2]1[S:6][C:5]([CH:7]=O)=[N:4][CH:3]=1.N1C=CC=CC=1.[OH:15][NH2:16].Cl. Given the product [CH3:1][C:2]1[S:6][C:5]([CH:7]=[N:16][OH:15])=[N:4][CH:3]=1, predict the reactants needed to synthesize it.